From a dataset of Forward reaction prediction with 1.9M reactions from USPTO patents (1976-2016). Predict the product of the given reaction. (1) Given the reactants [CH3:1][C@H:2]1[C@@H:7]2[CH2:8][CH2:9][C:10]([CH3:12])=[CH:11][C@@H:6]2[C@H:5]([C@H:13]([C:15]([OH:17])=[O:16])[CH3:14])[CH2:4][CH2:3]1.C1C=CC(C2C3NC(C(C4C=CC=CC=4)=C4C=CC(=C(C5C=CC=CC=5)C5C=CC(=C(C6C=CC=CC=6)C6C=CC=2N=6)N=5)N4)=CC=3)=CC=1.[O:66]=[O:67].FC(F)(F)C(O)=[O:71], predict the reaction product. The product is: [CH3:1][C@H:2]1[C@@H:7]2[CH2:8][CH2:9][C@:10]3([CH3:12])[O:66][O:67][C@:6]42[C@H:5]([C@@H:13]([CH3:14])[C:15]([O:17][C@@H:11]4[O:71]3)=[O:16])[CH2:4][CH2:3]1. (2) Given the reactants [CH2:1]([O:3][C:4]([C:6]1[C:7]([OH:30])=[C:8]2[C:14]([C:15]#[N:16])=[C:13]([C:17]3[CH:22]=[CH:21][C:20]([F:23])=[CH:19][CH:18]=3)[N:12]([C:24]3[CH:29]=[CH:28][CH:27]=[CH:26][CH:25]=3)[C:9]2=[CH:10][N:11]=1)=[O:5])[CH3:2].C1C(=O)N([Br:38])C(=O)C1.C(OOC(C1C=CC=CC=1)=O)(C1C=CC=CC=1)=O, predict the reaction product. The product is: [CH2:1]([O:3][C:4]([C:6]1[C:7]([OH:30])=[C:8]2[C:14]([C:15]#[N:16])=[C:13]([C:17]3[CH:22]=[CH:21][C:20]([F:23])=[CH:19][CH:18]=3)[N:12]([C:24]3[CH:25]=[CH:26][CH:27]=[CH:28][CH:29]=3)[C:9]2=[C:10]([Br:38])[N:11]=1)=[O:5])[CH3:2].